From a dataset of Catalyst prediction with 721,799 reactions and 888 catalyst types from USPTO. Predict which catalyst facilitates the given reaction. (1) Reactant: [CH3:1][O:2][C:3]1[CH:4]=[CH:5][CH:6]=[C:7]2[C:11]=1[NH:10][CH:9]=[CH:8]2.Br[CH2:13][CH2:14][CH2:15][CH3:16]. Product: [CH2:13]([N:10]1[C:11]2[C:7](=[CH:6][CH:5]=[CH:4][C:3]=2[O:2][CH3:1])[CH:8]=[CH:9]1)[CH2:14][CH2:15][CH3:16]. The catalyst class is: 25. (2) Reactant: [NH:1]1[CH:5]=[C:4]([C:6]2[N:7]=[N+:8]([O-])[C:9]3[CH:15]=[CH:14][CH:13]=[CH:12][C:10]=3[N:11]=2)[CH:3]=[N:2]1. Product: [NH:2]1[CH:3]=[C:4]([C:6]2[N:7]=[N:8][C:9]3[CH:15]=[CH:14][CH:13]=[CH:12][C:10]=3[N:11]=2)[CH:5]=[N:1]1. The catalyst class is: 19. (3) Reactant: C([O:4][C:5]1[C:6]([CH3:27])=[C:7]2[C:12](=[C:13]([CH3:16])[C:14]=1[CH3:15])[O:11][C:10]([C:18](=[O:26])[NH:19][CH2:20][CH2:21][CH2:22][CH2:23][CH2:24][CH3:25])([CH3:17])[CH2:9][CH2:8]2)(=O)C.C[O-].[Na+].Cl.CCOC(C)=O. Product: [CH2:20]([NH:19][C:18]([C:10]1([CH3:17])[CH2:9][CH2:8][C:7]2[C:12](=[C:13]([CH3:16])[C:14]([CH3:15])=[C:5]([OH:4])[C:6]=2[CH3:27])[O:11]1)=[O:26])[CH2:21][CH2:22][CH2:23][CH2:24][CH3:25]. The catalyst class is: 24. (4) Reactant: [F:1][C:2]1[C:10]([O:11][C:12]2[C:21]3[C:16](=[CH:17][C:18]([O:23][CH3:24])=[C:19]([OH:22])[CH:20]=3)[N:15]=[CH:14][N:13]=2)=[CH:9][CH:8]=[C:7]2[C:3]=1[CH:4]=[CH:5][NH:6]2.O[CH2:26][CH:27]1[CH2:32][CH2:31][N:30]([C:33]([O:35][C:36]([CH3:39])([CH3:38])[CH3:37])=[O:34])[CH2:29][CH2:28]1.C1(P(C2C=CC=CC=2)C2C=CC=CC=2)C=CC=CC=1.N(C(OC(C)C)=O)=NC(OC(C)C)=O. Product: [C:36]([O:35][C:33]([N:30]1[CH2:31][CH2:32][CH:27]([CH2:26][O:22][C:19]2[CH:20]=[C:21]3[C:16](=[CH:17][C:18]=2[O:23][CH3:24])[N:15]=[CH:14][N:13]=[C:12]3[O:11][C:10]2[C:2]([F:1])=[C:3]3[C:7](=[CH:8][CH:9]=2)[NH:6][CH:5]=[CH:4]3)[CH2:28][CH2:29]1)=[O:34])([CH3:39])([CH3:37])[CH3:38]. The catalyst class is: 4. (5) Reactant: OC1C(=O)NN=C(CCC2C=CC=CC=2)C=1.C([O:24][C:25]1[N:26]=[N:27][C:28]([CH2:39][C:40]2[CH:45]=[CH:44][C:43]([CH3:46])=[CH:42][CH:41]=2)=[CH:29][C:30]=1[O:31]CC1C=CC=CC=1)C1C=CC=CC=1.O1CCCC1. Product: [CH3:46][C:43]1[CH:42]=[CH:41][C:40]([CH2:39][C:28]2[CH:29]=[C:30]([OH:31])[C:25](=[O:24])[NH:26][N:27]=2)=[CH:45][CH:44]=1. The catalyst class is: 13. (6) Reactant: O=O.C(NC(C)C)(C)C.C([Li])CCC.CN1CCCN(C)C1=O.[CH3:24][C:25]1[CH:37]=[CH:36][C:28]([C:29]([O:31][C:32]([CH3:35])([CH3:34])[CH3:33])=[O:30])=[CH:27][CH:26]=1.Cl[C:39]([O:41][CH3:42])=[O:40].[Cl-].[NH4+]. Product: [CH3:42][O:41][C:39](=[O:40])[CH2:24][C:25]1[CH:37]=[CH:36][C:28]([C:29]([O:31][C:32]([CH3:34])([CH3:33])[CH3:35])=[O:30])=[CH:27][CH:26]=1. The catalyst class is: 20.